Dataset: Forward reaction prediction with 1.9M reactions from USPTO patents (1976-2016). Task: Predict the product of the given reaction. (1) Given the reactants [Cl:1][C:2]1[CH:7]=[CH:6][C:5]([CH:8]([C:21]2[CH:26]=[CH:25][C:24]([Cl:27])=[CH:23][CH:22]=2)[C:9]2[CH:10]=[C:11]3[C:16](=[CH:17][CH:18]=2)[N:15]=[C:14]([OH:19])[CH:13]=[C:12]3Br)=[CH:4][CH:3]=1.FC(F)(F)C(O)=O.[F:35][C:36]([F:46])([F:45])[CH2:37][N:38]1[CH2:43][CH2:42][CH:41]([NH2:44])[CH2:40][CH2:39]1.C([O-])([O-])=O.[Cs+].[Cs+].CC([O-])(C)C.[K+], predict the reaction product. The product is: [Cl:1][C:2]1[CH:7]=[CH:6][C:5]([CH:8]([C:21]2[CH:26]=[CH:25][C:24]([Cl:27])=[CH:23][CH:22]=2)[C:9]2[CH:10]=[C:11]3[C:16](=[CH:17][CH:18]=2)[N:15]=[C:14]([OH:19])[CH:13]=[C:12]3[NH:44][CH:41]2[CH2:42][CH2:43][N:38]([CH2:37][C:36]([F:46])([F:35])[F:45])[CH2:39][CH2:40]2)=[CH:4][CH:3]=1. (2) Given the reactants [C:1]([O:5][C:6]([N:8]1[CH2:13][CH2:12][CH:11]([N:14]([C:18]([C:20]2[CH:21]=[N:22][C:23](Cl)=[N:24][CH:25]=2)=[O:19])[CH:15]2[CH2:17][CH2:16]2)[CH2:10][CH2:9]1)=[O:7])([CH3:4])([CH3:3])[CH3:2].[CH3:27][S:28]([C:31]1[CH:36]=[CH:35][C:34](B(O)O)=[CH:33][CH:32]=1)(=[O:30])=[O:29], predict the reaction product. The product is: [C:1]([O:5][C:6]([N:8]1[CH2:13][CH2:12][CH:11]([N:14]([CH:15]2[CH2:17][CH2:16]2)[C:18]([C:20]2[CH:21]=[N:22][C:23]([C:34]3[CH:35]=[CH:36][C:31]([S:28]([CH3:27])(=[O:30])=[O:29])=[CH:32][CH:33]=3)=[N:24][CH:25]=2)=[O:19])[CH2:10][CH2:9]1)=[O:7])([CH3:4])([CH3:3])[CH3:2]. (3) Given the reactants [CH3:1][C:2]([CH3:28])([CH2:26][CH3:27])[C:3](=[O:25])[C:4]([CH:6]1[CH2:11][CH2:10][CH2:9][NH:8][N:7]1[C:12](=[O:24])[CH2:13][CH2:14][CH2:15][C:16]#[C:17][C:18]1[CH:19]=[N:20][CH:21]=[CH:22][CH:23]=1)=[O:5], predict the reaction product. The product is: [CH3:1][C:2]([CH3:28])([CH2:26][CH3:27])[C:3](=[O:25])[C:4]([CH:6]1[CH2:11][CH2:10][CH2:9][NH:8][N:7]1[C:12](=[O:24])[CH2:13][CH2:14][CH2:15][CH2:16][CH2:17][C:18]1[CH:19]=[N:20][CH:21]=[CH:22][CH:23]=1)=[O:5]. (4) Given the reactants [CH3:1][O:2][C:3](=[O:17])[CH2:4][C:5]1[CH:10]=[CH:9][CH:8]=[C:7]([O:11][CH2:12][CH2:13][C@@H:14]([OH:16])[CH3:15])[CH:6]=1.C(N(CC)CC)C.[C:25]1([CH3:35])[CH:30]=[CH:29][C:28]([S:31](Cl)(=[O:33])=[O:32])=[CH:27][CH:26]=1.O, predict the reaction product. The product is: [CH3:1][O:2][C:3](=[O:17])[CH2:4][C:5]1[CH:10]=[CH:9][CH:8]=[C:7]([O:11][CH2:12][CH2:13][C@@H:14]([O:16][S:31]([C:28]2[CH:29]=[CH:30][C:25]([CH3:35])=[CH:26][CH:27]=2)(=[O:33])=[O:32])[CH3:15])[CH:6]=1. (5) Given the reactants [CH2:1]([O:5][C:6]1[N:14]=[C:13]2[C:9]([N:10]=[C:11]([O:26][CH3:27])[N:12]2[CH2:15][CH2:16][CH2:17][N:18]2[CH2:23][CH2:22][N:21]([CH2:24][CH3:25])[CH2:20][CH2:19]2)=[C:8]([NH2:28])[N:7]=1)[CH2:2][CH2:3][CH3:4].[CH2:29](OC1N=C2C(N=C(OC)N2CCCCl)=C(N)N=1)[CH2:30][CH2:31][CH3:32].C1(N2CCNCC2)CCCCC1, predict the reaction product. The product is: [CH2:1]([O:5][C:6]1[N:14]=[C:13]2[C:9]([N:10]=[C:11]([O:26][CH3:27])[N:12]2[CH2:15][CH2:16][CH2:17][N:18]2[CH2:19][CH2:20][N:21]([CH:24]3[CH2:32][CH2:31][CH2:30][CH2:29][CH2:25]3)[CH2:22][CH2:23]2)=[C:8]([NH2:28])[N:7]=1)[CH2:2][CH2:3][CH3:4]. (6) Given the reactants CO.C[O:4][C:5]([C:7]1[C:11]2[CH:12]=[CH:13][CH:14]=[CH:15][C:10]=2[S:9][CH:8]=1)=[O:6].[OH-].[Li+].Cl, predict the reaction product. The product is: [S:9]1[C:10]2[CH:15]=[CH:14][CH:13]=[CH:12][C:11]=2[C:7]([C:5]([OH:6])=[O:4])=[CH:8]1. (7) The product is: [F:1][C:2]1[CH:3]=[CH:4][C:5]([OH:31])=[C:6]([C:8]([CH3:29])([CH3:30])[CH2:9][C:10]([C:25]([F:26])([F:27])[F:28])([OH:24])[CH2:11][NH:12][C:13]2[CH:22]=[CH:21][CH:20]=[C:19]3[C:14]=2[CH:15]=[N:16][C:17]([CH3:23])=[N:18]3)[CH:7]=1. Given the reactants [F:1][C:2]1[CH:3]=[CH:4][C:5]([O:31]C)=[C:6]([C:8]([CH3:30])([CH3:29])[CH2:9][C:10]([C:25]([F:28])([F:27])[F:26])([OH:24])[CH2:11][NH:12][C:13]2[CH:22]=[CH:21][CH:20]=[C:19]3[C:14]=2[CH:15]=[N:16][C:17]([CH3:23])=[N:18]3)[CH:7]=1.B(Br)(Br)Br.C(Cl)Cl.C([O-])(O)=O.[Na+], predict the reaction product. (8) Given the reactants [CH3:1][C:2]1[CH:12]=[CH:11][CH:10]=[CH:9][C:3]=1[CH2:4][CH2:5][C:6]([OH:8])=[O:7].N1C=CC=CC=1.[S:19](Cl)(Cl)=O.[ClH:23], predict the reaction product. The product is: [Cl:23][C:4]1[C:3]2[C:2]([CH3:1])=[CH:12][CH:11]=[CH:10][C:9]=2[S:19][C:5]=1[C:6]([OH:8])=[O:7]. (9) Given the reactants C[O:2][C:3]([C:5]1[CH:30]=[CH:29][C:8]2[NH:9][C:10]([NH:12][CH2:13][CH:14]3[CH2:19][CH2:18][N:17]([CH2:20][CH2:21][CH2:22][C:23]4[CH:28]=[CH:27][CH:26]=[CH:25][CH:24]=4)[CH2:16][CH2:15]3)=[N:11][C:7]=2[CH:6]=1)=[O:4].[OH-].[Li+].Cl.C(OCC)(=O)C, predict the reaction product. The product is: [C:23]1([CH2:22][CH2:21][CH2:20][N:17]2[CH2:16][CH2:15][CH:14]([CH2:13][NH:12][C:10]3[NH:9][C:8]4[CH:29]=[CH:30][C:5]([C:3]([OH:4])=[O:2])=[CH:6][C:7]=4[N:11]=3)[CH2:19][CH2:18]2)[CH:28]=[CH:27][CH:26]=[CH:25][CH:24]=1.